This data is from Catalyst prediction with 721,799 reactions and 888 catalyst types from USPTO. The task is: Predict which catalyst facilitates the given reaction. (1) Reactant: O[CH:2]([CH3:17])[CH2:3][C:4]([CH:6]1[C:15]([CH3:16])=[CH:14][CH:13]=[CH:12][C:7]21[CH2:11][CH2:10][CH2:9][CH2:8]2)=[O:5].OC(C)CC(C1C2(CC=CC=1C)CCCC2)=O.OC(C)CC(C1C(=C)C=CCC21CCCC2)=O.C(OC(=O)C)(=O)C.C([O-])(=O)C.[Na+]. Product: [CH3:16][C:15]1[CH:6]([C:4](=[O:5])/[CH:3]=[CH:2]/[CH3:17])[C:7]2([CH:12]=[CH:13][CH:14]=1)[CH2:8][CH2:9][CH2:10][CH2:11]2. The catalyst class is: 250. (2) Reactant: C([O-])([O-])=O.[K+].[K+].[CH:7]1[C:19]2[NH:18][C:17]3[C:12](=[CH:13][CH:14]=[CH:15][CH:16]=3)[C:11]=2[CH:10]=[CH:9][CH:8]=1.C1OCCOCCOCCOCCOCCOC1.I[C:39]1[CH:40]=[C:41]([CH3:45])[CH:42]=[CH:43][CH:44]=1. Product: [CH3:45][C:41]1[CH:40]=[C:39]([N:18]2[C:17]3[CH:16]=[CH:15][CH:14]=[CH:13][C:12]=3[C:11]3[C:19]2=[CH:7][CH:8]=[CH:9][CH:10]=3)[CH:44]=[CH:43][CH:42]=1. The catalyst class is: 262. (3) Reactant: [H-].[Na+].[CH3:3][C:4]1[CH:5]=[C:6]([OH:19])[CH:7]=[CH:8][C:9]=1[CH2:10][CH2:11][CH2:12][CH2:13][N:14]1[CH:18]=[CH:17][N:16]=[N:15]1.Cl[CH2:21][C:22]1[CH:23]=[CH:24][C:25]([C:28]2[CH:33]=[CH:32][C:31]([C:34]([F:37])([F:36])[F:35])=[CH:30][CH:29]=2)=[N:26][CH:27]=1.O. Product: [CH3:3][C:4]1[CH:5]=[C:6]([CH:7]=[CH:8][C:9]=1[CH2:10][CH2:11][CH2:12][CH2:13][N:14]1[CH:18]=[CH:17][N:16]=[N:15]1)[O:19][CH2:21][C:22]1[CH:23]=[CH:24][C:25]([C:28]2[CH:29]=[CH:30][C:31]([C:34]([F:37])([F:35])[F:36])=[CH:32][CH:33]=2)=[N:26][CH:27]=1. The catalyst class is: 9. (4) Reactant: [C:1]([NH:9][C:10]1[CH:15]=[CH:14][CH:13]=[CH:12][C:11]=1/[CH:16]=[CH:17]/[C:18]([O:20]C)=O)(=[O:8])[C:2]1[CH:7]=[CH:6][CH:5]=[CH:4][CH:3]=1.[OH-:22].[Na+].[NH2:24]O.Cl. Product: [OH:22][NH:24][C:18](=[O:20])/[CH:17]=[CH:16]/[C:11]1[CH:12]=[CH:13][CH:14]=[CH:15][C:10]=1[NH:9][C:1](=[O:8])[C:2]1[CH:7]=[CH:6][CH:5]=[CH:4][CH:3]=1. The catalyst class is: 36. (5) Reactant: [CH3:1][C:2]1[N:25]([CH3:26])[C:5]2[CH:6]=[C:7]([C:20]([O:22]CC)=[O:21])[C:8]3[CH2:9][CH2:10][CH:11]([C:14]4[CH:19]=[CH:18][CH:17]=[CH:16][CH:15]=4)[NH:12][C:13]=3[C:4]=2[N:3]=1.Cl. Product: [CH3:1][C:2]1[N:25]([CH3:26])[C:5]2[CH:6]=[C:7]([C:20]([OH:22])=[O:21])[C:8]3[CH2:9][CH2:10][CH:11]([C:14]4[CH:19]=[CH:18][CH:17]=[CH:16][CH:15]=4)[NH:12][C:13]=3[C:4]=2[N:3]=1. The catalyst class is: 758. (6) Reactant: [F:1][C:2]([F:12])([F:11])[O:3][C:4]1[CH:9]=[CH:8][CH:7]=[CH:6][C:5]=1[OH:10].C(N(CC)CC)C.[C:20](OC(=O)C)(=[O:22])[CH3:21].C(=O)([O-])[O-].[K+].[K+]. Product: [F:1][C:2]([F:11])([F:12])[O:3][C:4]1[CH:9]=[CH:8][CH:7]=[CH:6][C:5]=1[O:10][C:20](=[O:22])[CH3:21]. The catalyst class is: 22. (7) Reactant: [CH3:1][N:2]1[C:6]2[CH:7]=[C:8]([NH:26]C(=O)C(F)(F)F)[C:9]([O:11][C:12]3[CH:13]=[C:14]([CH:23]=[CH:24][CH:25]=3)[O:15][CH2:16][CH2:17][CH2:18][C:19]([O:21]C)=[O:20])=[CH:10][C:5]=2[N:4]([CH3:33])[C:3]1=[O:34].[OH-].[Na+]. Product: [NH2:26][C:8]1[C:9]([O:11][C:12]2[CH:13]=[C:14]([CH:23]=[CH:24][CH:25]=2)[O:15][CH2:16][CH2:17][CH2:18][C:19]([OH:21])=[O:20])=[CH:10][C:5]2[N:4]([CH3:33])[C:3](=[O:34])[N:2]([CH3:1])[C:6]=2[CH:7]=1. The catalyst class is: 6. (8) Reactant: [F:1][C:2]1[CH:11]=[C:10]([CH2:12][O:13][C:14]2[CH:19]=[CH:18][CH:17]=[C:16]([O:20][CH3:21])[CH:15]=2)[C:9]([F:22])=[CH:8][C:3]=1[C:4]([O:6]C)=[O:5].[OH-].[Li+]. Product: [F:1][C:2]1[CH:11]=[C:10]([CH2:12][O:13][C:14]2[CH:19]=[CH:18][CH:17]=[C:16]([O:20][CH3:21])[CH:15]=2)[C:9]([F:22])=[CH:8][C:3]=1[C:4]([OH:6])=[O:5]. The catalyst class is: 1.